Dataset: HIV replication inhibition screening data with 41,000+ compounds from the AIDS Antiviral Screen. Task: Binary Classification. Given a drug SMILES string, predict its activity (active/inactive) in a high-throughput screening assay against a specified biological target. (1) The drug is Clc1cccc(NC2=NCCN=C(Nc3cccc(Cl)c3Cl)SS2)c1Cl. The result is 0 (inactive). (2) The result is 0 (inactive). The drug is CONN(O)NC(C)C. (3) The drug is CC(=O)OCC(COC(=O)C=Cc1ccc(O)cc1)OC1OC(CO)C(O)C(O)C1O. The result is 0 (inactive). (4) The molecule is COc1ccc(C(=NO)C(c2ccc(OC)cc2)C2C(=O)Oc3ccccc32)cc1. The result is 0 (inactive). (5) The compound is COc1ccc(N=C2SC(=NN=c3sc4ccccc4n3C)SC2=Nc2ccc(OC)cc2)cc1. The result is 0 (inactive). (6) The drug is CCCC(=NNC(=O)C(N)=O)C(CC)C(=O)CCC(=O)N(Cc1ccccc1)Cc1ccccc1. The result is 0 (inactive).